This data is from Forward reaction prediction with 1.9M reactions from USPTO patents (1976-2016). The task is: Predict the product of the given reaction. (1) The product is: [Cl:1][C:2]1[CH:3]=[C:4]([C:5](=[N:38][OH:37])[NH2:6])[CH:7]=[C:8]([Cl:28])[C:9]=1[NH:10][C:11]1[C:20]2[CH:21]=[CH:22][N:23]=[C:24]([O:25][CH2:26][CH3:27])[C:19]=2[C:18]2[C:13](=[CH:14][CH:15]=[N:16][CH:17]=2)[N:12]=1. Given the reactants [Cl:1][C:2]1[CH:3]=[C:4]([CH:7]=[C:8]([Cl:28])[C:9]=1[NH:10][C:11]1[C:20]2[CH:21]=[CH:22][N:23]=[C:24]([O:25][CH2:26][CH3:27])[C:19]=2[C:18]2[C:13](=[CH:14][CH:15]=[N:16][CH:17]=2)[N:12]=1)[C:5]#[N:6].C(N(CC)CC)C.[Cl-].[OH:37][NH3+:38], predict the reaction product. (2) Given the reactants [Br:1][C:2]1[CH:8]=[CH:7][C:5]([NH2:6])=[C:4]([C:9]([F:12])([F:11])[F:10])[CH:3]=1.Cl.[N:14]([O-])=O.[Na+].[O:18]=[C:19]1[CH2:24][CH2:23][CH2:22][CH2:21][CH:20]1C(O)=O, predict the reaction product. The product is: [Br:1][C:2]1[CH:8]=[CH:7][C:5]([NH:6][N:14]=[C:20]2[CH2:21][CH2:22][CH2:23][CH2:24][C:19]2=[O:18])=[C:4]([C:9]([F:10])([F:11])[F:12])[CH:3]=1. (3) Given the reactants [CH3:1][O:2][C:3]([C:5]1[CH:6]=[CH:7][C:8]2[CH:12]=[C:11]([C:13]([OH:15])=O)[S:10][C:9]=2[CH:16]=1)=[O:4].CCN=C=NCCCN(C)C.[CH:28]1[CH:29]=[CH:30][C:31]2[N:36](O)N=[N:34][C:32]=2[CH:33]=1.C1(N)C=CC=CC=1N, predict the reaction product. The product is: [NH2:34][C:32]1[CH:33]=[CH:28][CH:29]=[CH:30][C:31]=1[NH:36][C:13]([C:11]1[S:10][C:9]2[CH:16]=[C:5]([C:3]([O:2][CH3:1])=[O:4])[CH:6]=[CH:7][C:8]=2[CH:12]=1)=[O:15]. (4) Given the reactants [C:1]([O:6][CH2:7][CH2:8][OH:9])(=[O:5])[C:2]([CH3:4])=[CH2:3].[C:10]([OH:14])(=[O:13])[CH:11]=[CH2:12].N(C(C1NCCN=1)(C)C)=NC(C1NCCN=1)(C)C.C(O)C, predict the reaction product. The product is: [C:1]([O:6][CH2:7][CH2:8][OH:9])(=[O:5])[C:2]([CH3:4])=[CH2:3].[C:10]([OH:14])(=[O:13])[CH:11]=[CH2:12]. (5) Given the reactants [CH2:1]([O:8][C:9]([NH:11][CH:12](OC)[C:13]([O:15][CH3:16])=[O:14])=[O:10])[C:2]1[CH:7]=[CH:6][CH:5]=[CH:4][CH:3]=1.P(Br)(Br)Br.[P:23](OCC)([O:28][CH2:29][CH3:30])([O:25][CH2:26][CH3:27])=[O:24], predict the reaction product. The product is: [CH2:1]([O:8][C:9]([NH:11][CH:12]([P:23]([O:28][CH2:29][CH3:30])([O:25][CH2:26][CH3:27])=[O:24])[C:13]([O:15][CH3:16])=[O:14])=[O:10])[C:2]1[CH:3]=[CH:4][CH:5]=[CH:6][CH:7]=1. (6) The product is: [CH3:1][C@:2]12[C@@:19]3([CH3:20])[C@@H:10]([C@:11]4([CH3:33])[C@@H:16]([CH2:17][CH2:18]3)[C:15]([CH3:21])([CH3:22])[C:14]([C:23]3[CH:32]=[CH:31][C:26]([C:27]([OH:29])=[O:28])=[CH:25][CH:24]=3)=[CH:13][CH2:12]4)[CH2:9][CH2:8][C@@H:7]1[C@H:6]1[C@H:34]([C:37]([CH3:39])=[CH2:38])[CH2:35][CH2:36][C@:5]1([NH:40][CH2:41][CH2:42][N:43]1[CH2:44][CH2:45][N:46]([C:53]([C:50]3([CH3:49])[CH2:52][CH2:51]3)=[O:55])[CH2:47][CH2:48]1)[CH2:4][CH2:3]2. Given the reactants [CH3:1][C@:2]12[C@@:19]3([CH3:20])[C@@H:10]([C@:11]4([CH3:33])[C@@H:16]([CH2:17][CH2:18]3)[C:15]([CH3:22])([CH3:21])[C:14]([C:23]3[CH:32]=[CH:31][C:26]([C:27]([O:29]C)=[O:28])=[CH:25][CH:24]=3)=[CH:13][CH2:12]4)[CH2:9][CH2:8][C@@H:7]1[C@H:6]1[C@H:34]([C:37]([CH3:39])=[CH2:38])[CH2:35][CH2:36][C@:5]1([NH:40][CH2:41][CH2:42][N:43]1[CH2:48][CH2:47][NH:46][CH2:45][CH2:44]1)[CH2:4][CH2:3]2.[CH3:49][C:50]1([C:53]([OH:55])=O)[CH2:52][CH2:51]1, predict the reaction product.